This data is from Drug-target binding data from BindingDB using IC50 measurements. The task is: Regression. Given a target protein amino acid sequence and a drug SMILES string, predict the binding affinity score between them. We predict pIC50 (pIC50 = -log10(IC50 in M); higher means more potent). Dataset: bindingdb_ic50. (1) The small molecule is CCOC(=O)c1cn(Cc2c(F)cccc2F)c2sc(-c3ccc(OC)cc3)c(CN(C)Cc3ccccc3)c2c1=O. The target protein (P30969) has sequence MANNASLEQDQNHCSAINNSIPLTQGKLPTLTLSGKIRVTVTFFLFLLSTAFNASFLVKLQRWTQKRKKGKKLSRMKVLLKHLTLANLLETLIVMPLDGMWNITVQWYAGEFLCKVLSYLKLFSMYAPAFMMVVISLDRSLAVTQPLAVQSKSKLERSMTSLAWILSIVFAGPQLYIFRMIYLADGSGPAVFSQCVTHCSFPQWWHEAFYNFFTFSCLFIIPLLIMLICNAKIIFALTRVLHQDPRKLQLNQSKNNIPRARLRTLKMTVAFGTSFVICWTPYYVLGIWYWFDPEMLNRVSEPVNHFFFLFAFLNPCFDPLIYGYFSL. The pIC50 is 6.1. (2) The compound is O=c1c(O)c(-c2ccc(O)cc2)oc2cc(O)cc(O)c12. The target protein sequence is MEHVQQYKFYKEKKMSIVLAPFSGGQPHSGVELGPDYLLKQGLQQDMEKLGWDTRLERVFDGKVVEARKASDNGDRIGRVKRPRLTAECTEKIYKCVRRVAEQGRFPLTIGGDHSIALGTVAGVLSVHPDAGVIWVDAHADINTMSGTVSGNLHGCPLSILLGLDRENIPECFSWVPQVLKPNKIAYIGLRAVDDEEKKILHDLNIAAFSMHHVDRYGIDKVVSMAIEAVSPKGTEPVMVSYDVDTIDPLYVPATGTPVRGGLSFREALFLCERIAECGRLVALDVVECNPLLAATESHVNDTISDGRAIARCMMGETLLYTPHTSSKL. The pIC50 is 4.3. (3) The compound is O=C(O)C(=O)CC(=O)c1ccc(-c2ccccc2)cc1. The target protein (Q9UJM8) has sequence MLPRLICINDYEQHAKSVLPKSIYDYYRSGANDEETLADNIAAFSRWKLYPRMLRNVAETDLSTSVLGQRVSMPICVGATAMQRMAHVDGELATVRACQSLGTGMMLSSWATSSIEEVAEAGPEALRWLQLYIYKDREVTKKLVRQAEKMGYKAIFVTVDTPYLGNRLDDVRNRFKLPPQLRMKNFETSTLSFSPEENFGDDSGLAAYVAKAIDPSISWEDIKWLRRLTSLPIVAKGILRGDDAREAVKHGLNGILVSNHGARQLDGVPATIDVLPEIVEAVEGKVEVFLDGGVRKGTDVLKALALGAKAVFVGRPIVWGLAFQGEKGVQDVLEILKEEFRLAMALSGCQNVKVIDKTLVRKNPLAVSKI. The pIC50 is 6.0. (4) The compound is Cc1c(C2CN(C(=O)/C=C/c3cnc4c(c3)NCCC(=O)N4)C2)oc2ccccc12. The target protein sequence is YVIMGIANKRSIAFGVAKVLDQLGAKLVFTYRKERSRKELEKLLEQLNQPEAHLYQIDVQSDEEVINGFEQIGKDVGNIDGVYHSIAFANMEDLRGRFSETSREGFLLAQDISSYSLTIVAHEAKKLMPEGGSIVATTYLGGEFAVQNYNVMGVAKASLEANVKYLALDLGPDNIRVNAISAGPIRTLSAKGVGGFNTILKEIEERAPLKRNVDQVEVGKTAAYLLSDLSSGVTGENIHVDSG. The pIC50 is 6.5. (5) The small molecule is CCCC[C@H]1C(=O)N(C)[C@@H](CCCC)C(=O)NC(CCC(N)=O)C(=O)N[C@H](C(=O)NCC(N)=O)CSCC(=O)N[C@@H](Cc2ccc(O)cc2)C(=O)N[C@H](C)C(=O)N[C@@H](CC(=O)O)C(=O)N2CCC[C@H]2C(=O)N[C@@H](Cc2cnc[nH]2)C(=O)N[C@@H](CCCCN)C(=O)N2C[C@H](O)C[C@H]2C(=O)N[C@@H](Cc2c[nH]c3ccccc23)C(=O)N[C@@H](CO)C(=O)N[C@@H](Cc2c[nH]c3ccccc23)C(=O)N1C. The target protein sequence is FTVTVPKDLYVVEYGSNMTIECKFPVEKQLDLAALIVYWEMEDKNIIQFVHGEEDLKVQHSSYRQRARLLKDQLSLGNAALQITDVKLQDAGVYRCMISYGGADYKRITVKVNAPYNKINQRILVVDPVTSEHELTCQAEGYPKAEVIWTSSDHQVLSGKTTTTNSKREEKLFNVTSTLRINTTTNEIFYCTFRRLDPEENHTAELVIPELPLAHPPNERTGSSETVRFQGHHHHHH. The pIC50 is 7.3. (6) The small molecule is O=C(Cn1c(=O)ccc2cc(C(F)(F)F)ccc21)Nc1scc(Br)c1-n1nccn1. The target protein (P45983) has sequence MSRSKRDNNFYSVEIGDSTFTVLKRYQNLKPIGSGAQGIVCAAYDAILERNVAIKKLSRPFQNQTHAKRAYRELVLMKCVNHKNIIGLLNVFTPQKSLEEFQDVYIVMELMDANLCQVIQMELDHERMSYLLYQMLCGIKHLHSAGIIHRDLKPSNIVVKSDCTLKILDFGLARTAGTSFMMTPYVVTRYYRAPEVILGMGYKENVDLWSVGCIMGEMVCHKILFPGRDYIDQWNKVIEQLGTPCPEFMKKLQPTVRTYVENRPKYAGYSFEKLFPDVLFPADSEHNKLKASQARDLLSKMLVIDASKRISVDEALQHPYINVWYDPSEAEAPPPKIPDKQLDEREHTIEEWKELIYKEVMDLEERTKNGVIRGQPSPLGAAVINGSQHPSSSSSVNDVSSMSTDPTLASDTDSSLEAAAGPLGCCR. The pIC50 is 7.0. (7) The compound is O=C(O)c1cccc(B(O)O)c1. The target protein (P44514) has sequence MKEKVVSLAQDLIRRPSISPNDEGCQQIIAERLEKLGFQIEWMPFNDTLNLWAKHGTSEPVIAFAGHTDVVPTGDENQWSSPPFSAEIIDGMLYGRGAADMKGSLAAMIVAAEEYVKANPNHKGTIALLITSDEEATAKDGTIHVVETLMARDEKITYCMVGEPSSAKNLGDVVKNGRRGSITGNLYIQGIQGHVAYPHLAENPIHKAALFLQELTTYQWDKGNEFFPPTSLQIANIHAGTGSNNVIPAELYIQFNLRYCTEVTDEIIKQKVAEMLEKHNLKYRIEWNLSGKPFLTKPGKLLDSITSAIEETIGITPKAETGGGTSDGRFIALMGAEVVEFGPLNSTIHKVNECVSVEDLGKCGEIYHKMLVNLLDS. The pIC50 is 2.0.